Task: Predict which catalyst facilitates the given reaction.. Dataset: Catalyst prediction with 721,799 reactions and 888 catalyst types from USPTO Reactant: [F:1][C:2]([F:34])([F:33])[CH2:3][CH2:4][CH:5]([NH:23][C:24]1[CH:32]=[CH:31][C:27]([C:28](O)=[O:29])=[CH:26][CH:25]=1)[C:6]1[CH:11]=[CH:10][C:9]([C:12]2[CH:17]=[CH:16][C:15]([C:18]([F:21])([F:20])[F:19])=[CH:14][N:13]=2)=[CH:8][C:7]=1[CH3:22].[NH:35]1[CH2:40][CH2:39][CH2:38][C@@H:37]([C:41]([O:43][CH2:44][CH3:45])=[O:42])[CH2:36]1.ON1C2C=CC=CC=2N=N1.Cl.C(N=C=NCCCN(C)C)C.C(N(C(C)C)CC)(C)C. Product: [F:34][C:2]([F:1])([F:33])[CH2:3][CH2:4][CH:5]([NH:23][C:24]1[CH:25]=[CH:26][C:27]([C:28]([N:35]2[CH2:40][CH2:39][CH2:38][C@@H:37]([C:41]([O:43][CH2:44][CH3:45])=[O:42])[CH2:36]2)=[O:29])=[CH:31][CH:32]=1)[C:6]1[CH:11]=[CH:10][C:9]([C:12]2[CH:17]=[CH:16][C:15]([C:18]([F:20])([F:21])[F:19])=[CH:14][N:13]=2)=[CH:8][C:7]=1[CH3:22]. The catalyst class is: 35.